Dataset: Forward reaction prediction with 1.9M reactions from USPTO patents (1976-2016). Task: Predict the product of the given reaction. (1) Given the reactants [Cl:1][C:2]1[CH:3]=[CH:4][C:5]([CH2:8][O:9][C:10]2[CH:15]=[CH:14][N:13]([C:16]3[CH:17]=[N:18][C:19](F)=[CH:20][CH:21]=3)[C:12](=[O:23])[CH:11]=2)=[N:6][CH:7]=1.[C:24]([O:28][C:29]([N:31]1[CH2:36][CH2:35][NH:34][CH2:33][CH2:32]1)=[O:30])([CH3:27])([CH3:26])[CH3:25].C([O-])([O-])=O.[K+].[K+], predict the reaction product. The product is: [Cl:1][C:2]1[CH:3]=[CH:4][C:5]([CH2:8][O:9][C:10]2[CH:15]=[CH:14][N:13]([C:16]3[CH:17]=[N:18][C:19]([N:34]4[CH2:33][CH2:32][N:31]([C:29]([O:28][C:24]([CH3:27])([CH3:26])[CH3:25])=[O:30])[CH2:36][CH2:35]4)=[CH:20][CH:21]=3)[C:12](=[O:23])[CH:11]=2)=[N:6][CH:7]=1. (2) Given the reactants [CH:1]1([CH2:6][CH:7]([C:11]2[CH:16]=[CH:15][C:14]([C:17]([F:20])([F:19])[F:18])=[CH:13][CH:12]=2)[C:8]([OH:10])=O)[CH2:5][CH2:4][CH2:3][CH2:2]1.C(Cl)(=O)C(Cl)=O.[NH2:27][C:28]1[S:29][CH:30]=[CH:31][N:32]=1.C(N(CC)C(C)C)(C)C, predict the reaction product. The product is: [CH:1]1([CH2:6][CH:7]([C:11]2[CH:16]=[CH:15][C:14]([C:17]([F:20])([F:19])[F:18])=[CH:13][CH:12]=2)[C:8]([NH:27][C:28]2[S:29][CH:30]=[CH:31][N:32]=2)=[O:10])[CH2:2][CH2:3][CH2:4][CH2:5]1. (3) Given the reactants [CH3:1][O:2][C:3]1[CH:4]=[C:5]([C:11]2[N:12]([NH2:30])[C:13]([S:16][CH2:17][C:18]([C:20]3[CH:29]=[CH:28][C:23]4[NH:24][C:25](=[O:27])[O:26][C:22]=4[CH:21]=3)=O)=[N:14][N:15]=2)[CH:6]=[CH:7][C:8]=1[O:9][CH3:10].ClCC(C1C=CC2NC(=O)OC=2C=1)=O.NN1C(C2C=CC(OC)=C(OC)C=2)=NN=C1S, predict the reaction product. The product is: [O:27]=[C:25]1[NH:24][C:23]2[CH:28]=[CH:29][C:20]([C:18]3[CH2:17][S:16][C:13]4=[N:14][N:15]=[C:11]([C:5]5[CH:6]=[CH:7][C:8]([O:9][CH3:10])=[C:3]([O:2][CH3:1])[CH:4]=5)[N:12]4[N:30]=3)=[CH:21][C:22]=2[O:26]1. (4) Given the reactants [O:1]=[C:2]1[N:7]([CH:8]2[CH2:12][CH:11]([CH2:13][O:14]C(C3C=CC=CC=3)(C3C=CC=CC=3)C3C=CC=CC=3)[CH:10]=[CH:9]2)[CH:6]=[CH:5][N:4]=[C:3]1[C:34]([O:36][CH3:37])=[O:35], predict the reaction product. The product is: [OH:14][CH2:13][CH:11]1[CH2:12][CH:8]([N:7]2[CH:6]=[CH:5][N:4]=[C:3]([C:34]([O:36][CH3:37])=[O:35])[C:2]2=[O:1])[CH:9]=[CH:10]1. (5) Given the reactants I([O-])(=O)(=O)=[O:2].[Na+].[C:7]([C:9]1[C:13]([S:14][C:15]([F:18])([F:17])[F:16])=[C:12]([CH3:19])[N:11]([C:20]2[C:25]([Cl:26])=[CH:24][C:23]([C:27]([F:30])([F:29])[F:28])=[CH:22][C:21]=2[Cl:31])[N:10]=1)#[N:8].C(#N)C.[OH2:35], predict the reaction product. The product is: [C:7]([C:9]1[C:13]([S:14]([C:15]([F:17])([F:16])[F:18])(=[O:2])=[O:35])=[C:12]([CH3:19])[N:11]([C:20]2[C:25]([Cl:26])=[CH:24][C:23]([C:27]([F:29])([F:30])[F:28])=[CH:22][C:21]=2[Cl:31])[N:10]=1)#[N:8]. (6) Given the reactants [CH3:1][N:2]1[CH:6]=[C:5]([N:7]2[CH2:11][CH2:10][CH2:9][C:8]2=[O:12])[N:4]=[C:3]1[CH:13]=O.[CH3:15]/C(/[O-])=C(/P(OC)(OC)=O)\[N+]#N.C([O-])([O-])=O.[K+].[K+], predict the reaction product. The product is: [C:13]([C:3]1[N:2]([CH3:1])[CH:6]=[C:5]([N:7]2[CH2:11][CH2:10][CH2:9][C:8]2=[O:12])[N:4]=1)#[CH:15].